From a dataset of Rat liver microsome stability data. Regression/Classification. Given a drug SMILES string, predict its absorption, distribution, metabolism, or excretion properties. Task type varies by dataset: regression for continuous measurements (e.g., permeability, clearance, half-life) or binary classification for categorical outcomes (e.g., BBB penetration, CYP inhibition). Dataset: rlm. The compound is COc1ccc(C2Nc3ccccc3C(=O)N2Cc2ccco2)cc1COc1ccc(NC(C)=O)cc1. The result is 1 (stable in rat liver microsomes).